From a dataset of Cav3 T-type calcium channel HTS with 100,875 compounds. Binary Classification. Given a drug SMILES string, predict its activity (active/inactive) in a high-throughput screening assay against a specified biological target. (1) The drug is s1c(N2CC(CCC2)C(=O)N2CCN(CC2)c2ccccc2)nn2c1nc(cc2=O)C. The result is 0 (inactive). (2) The drug is S(=O)(=O)(N)c1ccc(CCNC(=O)C(CCCC)CC)cc1. The result is 0 (inactive). (3) The molecule is S(C=1N2N=CCC2c2c(N1)cccc2)CC(=O)Nc1ccc(cc1)C(OC)=O. The result is 0 (inactive). (4) The result is 0 (inactive). The drug is S(=O)(=O)(Nc1ccc(Oc2ccccc2)cc1)c1c(OC)ccc(OC)c1. (5) The drug is S(=O)(=O)(N1CCOCC1)c1ccc(cc1)c1n(c(SCC(=O)N2CCCCC2)nn1)C. The result is 0 (inactive). (6) The drug is O=C1CC(CC=2Nc3n4[nH]c(nc4nc(=O)c3C(C12)c1ccc(cc1)CC)C)(C)C. The result is 0 (inactive).